Task: Predict which catalyst facilitates the given reaction.. Dataset: Catalyst prediction with 721,799 reactions and 888 catalyst types from USPTO (1) Reactant: [Cl:1][C:2]1[CH:3]=[CH:4][C:5]([OH:25])=[C:6]([CH2:8][N:9]2[CH:13]=[CH:12][C:11]([C:14]([NH:16][C:17]3[C:22]([F:23])=[CH:21][CH:20]=[CH:19][C:18]=3[F:24])=[O:15])=[N:10]2)[CH:7]=1.C(=O)([O-])[O-].[K+].[K+].Br[CH2:33][CH2:34][CH:35]([CH3:37])[CH3:36]. Product: [Cl:1][C:2]1[CH:3]=[CH:4][C:5]([O:25][CH2:33][CH2:34][CH:35]([CH3:37])[CH3:36])=[C:6]([CH2:8][N:9]2[CH:13]=[CH:12][C:11]([C:14]([NH:16][C:17]3[C:18]([F:24])=[CH:19][CH:20]=[CH:21][C:22]=3[F:23])=[O:15])=[N:10]2)[CH:7]=1. The catalyst class is: 121. (2) Product: [C:1]([O:5][C:6]([N:8]1[C@@H:12]([C:13]2[CH:18]=[CH:17][CH:16]=[CH:15][CH:14]=2)[C@@H:11]([C:19]([OH:21])=[O:20])[O:10][C@@H:9]1[C:23]1[CH:28]=[CH:27][C:26]([O:29][CH3:30])=[CH:25][CH:24]=1)=[O:7])([CH3:4])([CH3:3])[CH3:2]. Reactant: [C:1]([O:5][C:6]([N:8]1[C@@H:12]([C:13]2[CH:18]=[CH:17][CH:16]=[CH:15][CH:14]=2)[C@@H:11]([C:19]([O:21]C)=[O:20])[O:10][C@@H:9]1[C:23]1[CH:28]=[CH:27][C:26]([O:29][CH3:30])=[CH:25][CH:24]=1)=[O:7])([CH3:4])([CH3:3])[CH3:2].O.C(=O)([O-])[O-].[K+].[K+]. The catalyst class is: 5. (3) Reactant: [CH3:1][O:2][C:3]1[CH:12]=[C:11]2[C:6]([CH2:7][CH2:8][C:9](=O)[CH2:10]2)=[CH:5][CH:4]=1.[CH2:14]([NH2:21])[C:15]1[CH:20]=[CH:19][CH:18]=[CH:17][CH:16]=1.C(O)(=O)C.C([BH3-])#N.[Na+]. Product: [CH2:14]([NH:21][CH:9]1[CH2:8][CH2:7][C:6]2[C:11](=[CH:12][C:3]([O:2][CH3:1])=[CH:4][CH:5]=2)[CH2:10]1)[C:15]1[CH:20]=[CH:19][CH:18]=[CH:17][CH:16]=1. The catalyst class is: 5. (4) Reactant: [NH2:1][CH2:2][CH2:3][OH:4].[C:5]([C:8]1[C:9]([C:29]([F:32])([F:31])[F:30])=[N:10][N:11]([CH2:13][C:14]([NH:16][C:17]2[S:21][C:20]3[CH2:22][CH2:23][CH2:24][CH2:25][C:19]=3[C:18]=2[C:26]([NH2:28])=[O:27])=[O:15])[CH:12]=1)(=O)[CH3:6].C([BH3-])#N.[Na+]. Product: [OH:4][CH2:3][CH2:2][NH:1][CH:5]([C:8]1[C:9]([C:29]([F:31])([F:32])[F:30])=[N:10][N:11]([CH2:13][C:14]([NH:16][C:17]2[S:21][C:20]3[CH2:22][CH2:23][CH2:24][CH2:25][C:19]=3[C:18]=2[C:26]([NH2:28])=[O:27])=[O:15])[CH:12]=1)[CH3:6]. The catalyst class is: 467. (5) Reactant: O1CCOCC1.[CH:7]1([CH2:10][O:11][C:12]2[C:17]([O:18]COC)=[CH:16][CH:15]=[CH:14][C:13]=2[I:22])[CH2:9][CH2:8]1.Cl. Product: [CH:7]1([CH2:10][O:11][C:12]2[C:13]([I:22])=[CH:14][CH:15]=[CH:16][C:17]=2[OH:18])[CH2:8][CH2:9]1. The catalyst class is: 6. (6) Reactant: [OH:1][C:2]1[CH:7]=[CH:6][C:5]([C:8]([C:22]2[CH:27]=[CH:26][C:25]([OH:28])=[CH:24][CH:23]=2)([CH2:11][CH2:12][CH2:13][CH2:14][CH2:15][CH2:16][CH2:17][CH2:18][CH2:19][CH2:20][CH3:21])[CH2:9]O)=[CH:4][CH:3]=1.C(Br)(Br)(Br)[Br:30].C1(P(C2C=CC=CC=2)C2C=CC=CC=2)C=CC=CC=1. Product: [OH:1][C:2]1[CH:7]=[CH:6][C:5]([C:8]([C:22]2[CH:27]=[CH:26][C:25]([OH:28])=[CH:24][CH:23]=2)([CH2:11][CH2:12][CH2:13][CH2:14][CH2:15][CH2:16][CH2:17][CH2:18][CH2:19][CH2:20][CH3:21])[CH2:9][Br:30])=[CH:4][CH:3]=1. The catalyst class is: 7. (7) Reactant: [F:1][C:2]1[CH:7]=[CH:6][C:5]([C:8]2[CH:9]=[C:10]3[C:15](=[CH:16][CH:17]=2)[N:14]=[CH:13][CH:12]=[C:11]3[S:18][C:19]2([C:23]([O:25]CC)=[O:24])[CH2:22][CH2:21][CH2:20]2)=[CH:4][CH:3]=1.O.[OH-].[Li+].Cl. Product: [F:1][C:2]1[CH:3]=[CH:4][C:5]([C:8]2[CH:9]=[C:10]3[C:15](=[CH:16][CH:17]=2)[N:14]=[CH:13][CH:12]=[C:11]3[S:18][C:19]2([C:23]([OH:25])=[O:24])[CH2:20][CH2:21][CH2:22]2)=[CH:6][CH:7]=1. The catalyst class is: 193.